Dataset: Full USPTO retrosynthesis dataset with 1.9M reactions from patents (1976-2016). Task: Predict the reactants needed to synthesize the given product. (1) The reactants are: [CH2:1]([O:5][C:6]1[CH:7]=[C:8]([CH:12]([C:26]([O:28][C:29]([CH3:32])([CH3:31])[CH3:30])=[O:27])[CH2:13][NH:14][CH:15]([CH2:21][O:22]C(=O)C)[C:16]([N:18]([CH3:20])[CH3:19])=[O:17])[CH:9]=[CH:10][CH:11]=1)[CH2:2][CH2:3][CH3:4]. Given the product [CH2:1]([O:5][C:6]1[CH:7]=[C:8]([CH:12]([C:26]([O:28][C:29]([CH3:30])([CH3:32])[CH3:31])=[O:27])[CH2:13][NH:14][CH:15]([CH2:21][OH:22])[C:16]([N:18]([CH3:19])[CH3:20])=[O:17])[CH:9]=[CH:10][CH:11]=1)[CH2:2][CH2:3][CH3:4], predict the reactants needed to synthesize it. (2) Given the product [I:28][C:2]1[N:3]=[CH:4][C:5]([CH3:19])=[C:6]([O:8][C:9]2[N:13]([CH3:14])[N:12]=[C:11]([C:15]([F:18])([F:17])[F:16])[CH:10]=2)[N:7]=1, predict the reactants needed to synthesize it. The reactants are: N[C:2]1[N:7]=[C:6]([O:8][C:9]2[N:13]([CH3:14])[N:12]=[C:11]([C:15]([F:18])([F:17])[F:16])[CH:10]=2)[C:5]([CH3:19])=[CH:4][N:3]=1.C(ON=O)CC(C)C.[I:28]CI. (3) The reactants are: C([O:8][C:9]1[CH:14]=[CH:13][C:12]([Si:15]([C:44]2[CH:49]=[CH:48][C:47]([O:50]CC3C=CC=CC=3)=[CH:46][CH:45]=2)([C:30]2[CH:35]=[CH:34][C:33]([O:36]CC3C=CC=CC=3)=[CH:32][CH:31]=2)[C:16]2[CH:21]=[CH:20][C:19]([O:22]CC3C=CC=CC=3)=[CH:18][CH:17]=2)=[CH:11][CH:10]=1)C1C=CC=CC=1.[H][H]. Given the product [OH:22][C:19]1[CH:18]=[CH:17][C:16]([Si:15]([C:30]2[CH:35]=[CH:34][C:33]([OH:36])=[CH:32][CH:31]=2)([C:12]2[CH:13]=[CH:14][C:9]([OH:8])=[CH:10][CH:11]=2)[C:44]2[CH:45]=[CH:46][C:47]([OH:50])=[CH:48][CH:49]=2)=[CH:21][CH:20]=1, predict the reactants needed to synthesize it. (4) Given the product [N:88]1([CH2:93][C:94]([NH:1][C@:2]23[CH2:37][CH2:36][C@@H:35]([C:38]([CH3:40])=[CH2:39])[C@@H:3]2[C@@H:4]2[C@@:17]([CH3:20])([CH2:18][CH2:19]3)[C@@:16]3([CH3:21])[C@@H:7]([C@:8]4([CH3:34])[C@@H:13]([CH2:14][CH2:15]3)[C:12]([CH3:22])([CH3:23])[C:11]([C:24]3[CH:25]=[CH:26][C:27]([C:28]([OH:30])=[O:29])=[CH:32][CH:33]=3)=[CH:10][CH2:9]4)[CH2:6][CH2:5]2)=[O:95])[CH:92]=[CH:91][N:90]=[N:89]1, predict the reactants needed to synthesize it. The reactants are: [NH2:1][C@:2]12[CH2:37][CH2:36][C@@H:35]([C:38]([CH3:40])=[CH2:39])[C@@H:3]1[C@@H:4]1[C@@:17]([CH3:20])([CH2:18][CH2:19]2)[C@@:16]2([CH3:21])[C@@H:7]([C@:8]3([CH3:34])[C@@H:13]([CH2:14][CH2:15]2)[C:12]([CH3:23])([CH3:22])[C:11]([C:24]2[CH:33]=[CH:32][C:27]([C:28]([O:30]C)=[O:29])=[CH:26][CH:25]=2)=[CH:10][CH2:9]3)[CH2:6][CH2:5]1.CN(C)CCC(N[C@]12CC[C@@H](C(C)=C)[C@@H]1[C@@H]1[C@@](C)(CC2)[C@@]2(C)[C@@H]([C@]3(C)[C@@H](CC2)C(C)(C)C(C2C=CC(C(O)=O)=CC=2)=CC3)CC1)=O.Cl.[N:88]1([CH2:93][C:94](O)=[O:95])[CH:92]=[CH:91][N:90]=[N:89]1. (5) Given the product [C:12]([O:16][C:17](=[O:25])[NH:18][C:19]([CH3:24])([CH3:23])[CH2:20][CH2:21][NH:1][C:2]1[CH:7]=[CH:6][CH:5]=[CH:4][C:3]=1[C:8]1([OH:11])[CH2:9][CH2:10]1)([CH3:15])([CH3:14])[CH3:13], predict the reactants needed to synthesize it. The reactants are: [NH2:1][C:2]1[CH:7]=[CH:6][CH:5]=[CH:4][C:3]=1[C:8]1([OH:11])[CH2:10][CH2:9]1.[C:12]([O:16][C:17](=[O:25])[NH:18][C:19]([CH3:24])([CH3:23])[CH2:20][CH:21]=O)([CH3:15])([CH3:14])[CH3:13]. (6) Given the product [NH2:8][C:9](=[O:32])[C@@H:10]([NH:17][C:18]([C@@H:20]1[CH2:25][CH2:24][CH2:23][CH2:22][C@H:21]1[N:26]1[CH2:27][CH2:28][N:29]([C:6]([NH:3][C:4]2[CH:5]=[CH:43][C:34]([F:33])=[CH:35][CH:36]=2)=[O:44])[CH2:30][CH2:31]1)=[O:19])[C:11]1[CH:12]=[CH:13][CH:14]=[CH:15][CH:16]=1, predict the reactants needed to synthesize it. The reactants are: C([N:3]([CH2:6]C)[CH2:4][CH3:5])C.[NH2:8][C:9](=[O:32])[C@@H:10]([NH:17][C:18]([C@@H:20]1[CH2:25][CH2:24][CH2:23][CH2:22][C@H:21]1[N:26]1[CH2:31][CH2:30][NH:29][CH2:28][CH2:27]1)=[O:19])[C:11]1[CH:16]=[CH:15][CH:14]=[CH:13][CH:12]=1.[F:33][C:34]1[CH:43]=CC(CN=C=O)=[CH:36][CH:35]=1.[OH2:44]. (7) The reactants are: [CH2:1]([O:8][C:9]([N:11]1[CH2:15][CH:14]([CH2:16]OS(C2C=CC(C)=CC=2)(=O)=O)[C:13](=[N:28][O:29][CH3:30])[CH2:12]1)=[O:10])[C:2]1[CH:7]=[CH:6][CH:5]=[CH:4][CH:3]=1.[N-:31]=[N+:32]=[N-:33].[Na+]. Given the product [CH2:1]([O:8][C:9]([N:11]1[CH2:12][C:13](=[N:28][O:29][CH3:30])[CH:14]([CH2:16][N:31]=[N+:32]=[N-:33])[CH2:15]1)=[O:10])[C:2]1[CH:7]=[CH:6][CH:5]=[CH:4][CH:3]=1, predict the reactants needed to synthesize it.